Dataset: Catalyst prediction with 721,799 reactions and 888 catalyst types from USPTO. Task: Predict which catalyst facilitates the given reaction. (1) Reactant: [C:1]([NH:4][C:5]([CH2:12][C:13]1[C:21]2[C:16](=[C:17]([F:23])[CH:18]=[C:19]([F:22])[CH:20]=2)[NH:15][CH:14]=1)(C(O)=O)[C:6]([OH:8])=[O:7])(=[O:3])[CH3:2]. Product: [C:1]([NH:4][CH:5]([CH2:12][C:13]1[C:21]2[C:16](=[C:17]([F:23])[CH:18]=[C:19]([F:22])[CH:20]=2)[NH:15][CH:14]=1)[C:6]([OH:8])=[O:7])(=[O:3])[CH3:2]. The catalyst class is: 6. (2) Reactant: [C:1]([O:4][N:5]1[C:13]([CH2:16][CH3:17])([CH2:14][CH3:15])[C:12]2[C:7](=[CH:8][CH:9]=C(C)[CH:11]=2)[C:6]1([CH2:21][CH3:22])[CH2:19][CH3:20])(=[O:3])[CH3:2].S([O-])([O-])(=O)=O.[Mg+2].[Mn]([O-])(=O)(=O)=[O:30].[K+].[CH:35]([OH:38])([CH3:37])C. Product: [C:1]([O:4][N:5]1[C:13]([CH2:16][CH3:17])([CH2:14][CH3:15])[C:12]2[C:7](=[CH:8][CH:9]=[C:37]([C:35]([OH:38])=[O:30])[CH:11]=2)[C:6]1([CH2:21][CH3:22])[CH2:19][CH3:20])(=[O:3])[CH3:2]. The catalyst class is: 107. (3) Reactant: [CH:1]([C:3]1[CH:12]=[CH:11][C:6]([C:7]([O:9][CH3:10])=[O:8])=[CH:5][C:4]=1[OH:13])=[O:2].[C:14](=O)([O-])[O-].[K+].[K+].[CH:20]1(Br)[CH2:22][CH2:21]1. Product: [CH:20]1([CH2:14][O:13][C:4]2[CH:5]=[C:6]([CH:11]=[CH:12][C:3]=2[CH:1]=[O:2])[C:7]([O:9][CH3:10])=[O:8])[CH2:22][CH2:21]1. The catalyst class is: 3.